Dataset: Catalyst prediction with 721,799 reactions and 888 catalyst types from USPTO. Task: Predict which catalyst facilitates the given reaction. (1) Reactant: [Zn:1].[Br:2]CCBr.Cl[Si](C)(C)C.Br[CH2:12][C:13]1[CH:18]=[CH:17][CH:16]=[CH:15][CH:14]=1. Product: [Br-:2].[CH2:12]([Zn+:1])[C:13]1[CH:18]=[CH:17][CH:16]=[CH:15][CH:14]=1. The catalyst class is: 1. (2) Reactant: CC1[N:3]([C:8]2[CH:9]=[C:10]([C:18](O)([CH3:20])C)[CH:11]=[C:12]([C:14]([F:17])([F:16])[F:15])[CH:13]=2)C(C)=CC=1.Cl.NO.[OH-:25].[K+].[CH3:27]CO. Product: [NH2:3][C:8]1[CH:9]=[C:10]([CH2:18][CH:20]([OH:25])[CH3:27])[CH:11]=[C:12]([C:14]([F:15])([F:16])[F:17])[CH:13]=1. The catalyst class is: 6. (3) Reactant: [C:1]([O:5][C:6]([N:8]1[CH2:13][CH2:12][CH2:11][CH2:10][C@@H:9]1[C:14](=[O:40])[NH:15][C:16]1[CH:21]=[CH:20][C:19]([C:22]#[C:23][C:24]2[C:25]([C:32]3[CH:37]=[C:36]([Cl:38])[CH:35]=[CH:34][C:33]=3[OH:39])=[N:26][N:27]([CH2:29][CH2:30][OH:31])[CH:28]=2)=[CH:18][CH:17]=1)=[O:7])([CH3:4])([CH3:3])[CH3:2].NC1C=CC(C#CC2C(C3C=C(Cl)C=CC=3O)=NN(CCO)C=2)=CC=1.C(N1CCCC[C@@H]1C(O)=O)(OC(C)(C)C)=O.CC(C)N=C=NC(C)C. Product: [C:1]([O:5][C:6]([N:8]1[CH2:13][CH2:12][CH2:11][CH2:10][C@H:9]1[C:14](=[O:40])[NH:15][C:16]1[CH:17]=[CH:18][C:19]([C:22]#[C:23][C:24]2[C:25]([C:32]3[CH:37]=[C:36]([Cl:38])[CH:35]=[CH:34][C:33]=3[OH:39])=[N:26][N:27]([CH2:29][CH2:30][OH:31])[CH:28]=2)=[CH:20][CH:21]=1)=[O:7])([CH3:4])([CH3:2])[CH3:3]. The catalyst class is: 251. (4) Reactant: Cl[CH2:2][C:3]1[CH:11]=[CH:10][C:6]([C:7]([OH:9])=[O:8])=[CH:5][CH:4]=1.[CH3:12][N:13]1[CH2:18][CH2:17][NH:16][CH2:15][CH2:14]1. Product: [CH3:12][N:13]1[CH2:18][CH2:17][N:16]([CH2:2][C:3]2[CH:11]=[CH:10][C:6]([C:7]([OH:9])=[O:8])=[CH:5][CH:4]=2)[CH2:15][CH2:14]1. The catalyst class is: 114. (5) Reactant: [CH:1]([C:3]1[C:4]([CH3:11])=[C:5]([C:9]#[N:10])[CH:6]=[N:7][CH:8]=1)=[CH2:2].C1C(=O)N(Br)C(=[O:15])C1.[OH-].[Na+]. Product: [CH3:11][C:4]1[C:3]([CH:1]2[CH2:2][O:15]2)=[CH:8][N:7]=[CH:6][C:5]=1[C:9]#[N:10]. The catalyst class is: 6.